From a dataset of Forward reaction prediction with 1.9M reactions from USPTO patents (1976-2016). Predict the product of the given reaction. (1) Given the reactants [Cl:1][C:2]1[CH:3]=[C:4]([OH:13])[C:5]([CH3:12])=[C:6]([CH:11]=1)[C:7]([O:9][CH3:10])=[O:8].CS(O[CH:19]1[CH2:24][CH2:23][N:22]([C:25]([O:27][C:28]([CH3:31])([CH3:30])[CH3:29])=[O:26])[CH2:21][CH2:20]1)(=O)=O.C(=O)([O-])[O-].[Cs+].[Cs+], predict the reaction product. The product is: [Cl:1][C:2]1[CH:11]=[C:6]([C:7]([O:9][CH3:10])=[O:8])[C:5]([CH3:12])=[C:4]([CH:3]=1)[O:13][CH:19]1[CH2:24][CH2:23][N:22]([C:25]([O:27][C:28]([CH3:31])([CH3:30])[CH3:29])=[O:26])[CH2:21][CH2:20]1. (2) Given the reactants [N:1]([CH2:4][CH2:5][NH:6][C:7](=[O:21])[CH2:8]CCCCCCCCCCCC)=[N+:2]=[N-:3].[C:22]1([S:28]CC(Cl)=O)[CH:27]=[CH:26][CH:25]=[CH:24][CH:23]=1.N(CCN)=[N+]=[N-].C(N(CC)CC)C, predict the reaction product. The product is: [N:1]([CH2:4][CH2:5][NH:6][C:7](=[O:21])[CH2:8][S:28][C:22]1[CH:27]=[CH:26][CH:25]=[CH:24][CH:23]=1)=[N+:2]=[N-:3]. (3) The product is: [CH:1]1([C:6]2([N:17]([CH3:19])[CH3:18])[CH2:16][CH2:15][C:9]3([CH2:13][NH:12][CH2:11][CH2:10]3)[CH2:8][CH2:7]2)[CH2:5][CH2:4][CH2:3][CH2:2]1. Given the reactants [CH:1]1([C:6]2([N:17]([CH3:19])[CH3:18])[CH2:16][CH2:15][C:9]3([C:13](=O)[NH:12][CH2:11][CH2:10]3)[CH2:8][CH2:7]2)[CH2:5][CH2:4][CH2:3][CH2:2]1.[H-].[Al+3].[Li+].[H-].[H-].[H-].O.[OH-].[Na+], predict the reaction product.